This data is from Reaction yield outcomes from USPTO patents with 853,638 reactions. The task is: Predict the reaction yield, written as a fraction of the theoretical maximum amount of product (1.0 means a 100% yield; for example, 0.34 means a 34% yield). (1) The reactants are [CH2:1]([O:8][C:9]([C:11]1[CH:20]=[C:19]([O:21][CH2:22][C:23]2[CH:28]=[CH:27][CH:26]=[CH:25][CH:24]=2)[C:18]2[C:13](=[C:14](Br)[CH:15]=[CH:16][CH:17]=2)[N:12]=1)=[O:10])[C:2]1[CH:7]=[CH:6][CH:5]=[CH:4][CH:3]=1.[C:30]1(C#C)[CH:35]=[CH:34][CH:33]=[CH:32][CH:31]=1.C#CCCCC. No catalyst specified. The product is [CH2:1]([O:8][C:9]([C:11]1[CH:20]=[C:19]([O:21][CH2:22][C:23]2[CH:28]=[CH:27][CH:26]=[CH:25][CH:24]=2)[C:18]2[C:13](=[C:14]([C:35]#[C:30][CH2:31][CH2:32][CH2:33][CH3:34])[CH:15]=[CH:16][CH:17]=2)[N:12]=1)=[O:10])[C:2]1[CH:7]=[CH:6][CH:5]=[CH:4][CH:3]=1. The yield is 0.550. (2) The reactants are [CH3:1][C:2]([C:4]1[CH:9]=[CH:8][C:7]([Br:10])=[CH:6][CH:5]=1)=[O:3].O[C:12]1[CH:19]=[CH:18][C:15](C=O)=[CH:14][C:13]=1[O:20][CH3:21].O[C:23]1C=CC(C2SC(NC(=O)CCCCCCC)=NN=2)=CC=1OC. The catalyst is C(O)C. The product is [Br:10][C:7]1[CH:8]=[CH:9][C:4]([C:2](=[O:3])/[CH:1]=[CH:23]/[C:18]2[CH:19]=[CH:12][C:13]([O:20][CH3:21])=[CH:14][CH:15]=2)=[CH:5][CH:6]=1. The yield is 0.182. (3) The reactants are [C:1]([OH:10])(=[O:9])/[CH:2]=[CH:3]\[CH:4]=[CH:5]\[C:6]([OH:8])=[O:7].II. The catalyst is CC(C)=O. The product is [C:1]([OH:10])(=[O:9])/[CH:2]=[CH:3]/[CH:4]=[CH:5]/[C:6]([OH:8])=[O:7]. The yield is 0.130. (4) The reactants are [CH3:1][O:2][C:3]1[CH:8]=[CH:7][C:6]([C:9]2[N:10]=[C:11]([CH:22]3[CH2:27][CH2:26][N:25]([C:28](Cl)=[O:29])[CH2:24][CH2:23]3)[O:12][C:13]=2[C:14]2[CH:19]=[CH:18][C:17]([O:20][CH3:21])=[CH:16][CH:15]=2)=[CH:5][CH:4]=1.[OH:31][NH:32][CH2:33][CH2:34][C:35]([O:37][CH2:38][CH3:39])=[O:36].C(N(CC)CC)C.O. The catalyst is O1CCCC1. The product is [CH3:1][O:2][C:3]1[CH:8]=[CH:7][C:6]([C:9]2[N:10]=[C:11]([CH:22]3[CH2:27][CH2:26][N:25]([C:28](=[O:29])[N:32]([OH:31])[CH2:33][CH2:34][C:35]([O:37][CH2:38][CH3:39])=[O:36])[CH2:24][CH2:23]3)[O:12][C:13]=2[C:14]2[CH:19]=[CH:18][C:17]([O:20][CH3:21])=[CH:16][CH:15]=2)=[CH:5][CH:4]=1. The yield is 0.370. (5) The reactants are [CH3:1][O:2][C:3]1[CH:11]=[C:10]([O:12][CH3:13])[CH:9]=[C:8]2[C:4]=1[C:5](=[O:15])C(=O)[NH:7]2.OO.Cl.C(O)(=[O:21])C. The catalyst is [OH-].[Na+]. The product is [NH2:7][C:8]1[CH:9]=[C:10]([O:12][CH3:13])[CH:11]=[C:3]([O:2][CH3:1])[C:4]=1[C:5]([OH:15])=[O:21]. The yield is 0.780. (6) The reactants are [CH2:1]1C[O:4][CH2:3][CH2:2]1.Cl[C:7]1[N:26]=[C:25]([Cl:27])[CH:24]=[CH:23][C:8]=1[C:9]([NH:11][CH:12]1[CH:19]2[CH2:20][CH:15]3[CH2:16][C:17]([OH:22])([CH2:21][CH:13]1[CH2:14]3)[CH2:18]2)=[O:10]. The catalyst is CCOC(C)=O. The product is [Cl:27][C:25]1[CH:24]=[CH:23][C:8]([C:9]([NH:11][CH:12]2[CH:13]3[CH2:14][CH:15]4[CH2:16][C:17]([OH:22])([CH2:18][CH:19]2[CH2:20]4)[CH2:21]3)=[O:10])=[C:7]([O:4][CH2:3][CH2:2][CH3:1])[N:26]=1. The yield is 0.930. (7) The reactants are [CH2:1]([CH:3]([C:6]1[C:11]2[N:12]([CH3:16])[C:13](=O)[NH:14][C:10]=2[C:9]([O:17][CH3:18])=[CH:8][CH:7]=1)[CH2:4][CH3:5])[CH3:2].P(Cl)(Cl)([Cl:21])=O. No catalyst specified. The product is [Cl:21][C:13]1[N:12]([CH3:16])[C:11]2[C:6]([CH:3]([CH2:4][CH3:5])[CH2:1][CH3:2])=[CH:7][CH:8]=[C:9]([O:17][CH3:18])[C:10]=2[N:14]=1. The yield is 0.820. (8) The reactants are CN(C(ON1N=NC2C=CC=CC1=2)=[N+](C)C)C.[B-](F)(F)(F)F.[F:23][C:24]1[CH:29]=[CH:28][C:27]([N:30]2[C:33](=[O:34])[C@H:32]([S:35][CH2:36][C:37]([C:39]3[CH:44]=[CH:43][C:42]([F:45])=[CH:41][CH:40]=3)=[O:38])[C@H:31]2[C:46]2[CH:60]=[CH:59][C:49]([O:50][CH2:51][C:52]([NH:54][CH2:55][C:56]([OH:58])=O)=[O:53])=[CH:48][CH:47]=2)=[CH:26][CH:25]=1.CN1CCOCC1.[C:68]1([C:74]([C:79]2[CH:84]=[CH:83][CH:82]=[CH:81][CH:80]=2)([C:76]([OH:78])=[O:77])[NH2:75])[CH:73]=[CH:72][CH:71]=[CH:70][CH:69]=1.[BH4-].[Na+].C([O-])(=O)C.[NH4+]. The catalyst is CN(C=O)C.CO. The product is [F:23][C:24]1[CH:25]=[CH:26][C:27]([N:30]2[C:33](=[O:34])[C@H:32]([S:35][CH2:36][CH:37]([C:39]3[CH:40]=[CH:41][C:42]([F:45])=[CH:43][CH:44]=3)[OH:38])[C@H:31]2[C:46]2[CH:60]=[CH:59][C:49]([O:50][CH2:51][C:52]([NH:54][CH2:55][C:56]([NH:75][C:74]([C:79]3[CH:84]=[CH:83][CH:82]=[CH:81][CH:80]=3)([C:68]3[CH:73]=[CH:72][CH:71]=[CH:70][CH:69]=3)[C:76]([OH:78])=[O:77])=[O:58])=[O:53])=[CH:48][CH:47]=2)=[CH:28][CH:29]=1. The yield is 0.440.